Dataset: Full USPTO retrosynthesis dataset with 1.9M reactions from patents (1976-2016). Task: Predict the reactants needed to synthesize the given product. Given the product [NH2:4]/[C:3](=[N:2]\[O:1][C:31](=[O:32])[CH:29]([NH:28][C:21](=[O:22])[O:23][C:24]([CH3:26])([CH3:25])[CH3:27])[CH3:30])/[C:5]1[S:9][C:8]([O:10][C:11]2[CH:12]=[N:13][C:14]([O:17][CH:18]([CH3:20])[CH3:19])=[CH:15][CH:16]=2)=[N:7][CH:6]=1, predict the reactants needed to synthesize it. The reactants are: [OH:1][N:2]=[C:3]([C:5]1[S:9][C:8]([O:10][C:11]2[CH:12]=[N:13][C:14]([O:17][CH:18]([CH3:20])[CH3:19])=[CH:15][CH:16]=2)=[N:7][CH:6]=1)[NH2:4].[C:21]([NH:28][C@H:29]([C:31](O)=[O:32])[CH3:30])([O:23][C:24]([CH3:27])([CH3:26])[CH3:25])=[O:22].C(N=C=NCCCN(C)C)C.